From a dataset of Peptide-MHC class I binding affinity with 185,985 pairs from IEDB/IMGT. Regression. Given a peptide amino acid sequence and an MHC pseudo amino acid sequence, predict their binding affinity value. This is MHC class I binding data. (1) The peptide sequence is FPHTELANL. The MHC is HLA-B44:03 with pseudo-sequence HLA-B44:03. The binding affinity (normalized) is 0.0847. (2) The binding affinity (normalized) is 0.609. The peptide sequence is YLREHIRAM. The MHC is HLA-C06:02 with pseudo-sequence HLA-C06:02.